From a dataset of Forward reaction prediction with 1.9M reactions from USPTO patents (1976-2016). Predict the product of the given reaction. (1) Given the reactants [Cl:1][C:2]1[CH:6]=[CH:5][N:4]([CH3:7])[N:3]=1.[S:8]([Cl:12])(=O)(=[O:10])[OH:9], predict the reaction product. The product is: [Cl:1][C:2]1[C:6]([S:8]([Cl:12])(=[O:10])=[O:9])=[CH:5][N:4]([CH3:7])[N:3]=1. (2) Given the reactants Cl[C:2]1[C:3]2[CH:11]=[C:10]([Cl:12])[N:9]=[CH:8][C:4]=2[N:5]=[CH:6][N:7]=1.[F:13][C:14]1[CH:28]=[CH:27][C:17]([CH2:18][O:19][C:20]2[CH:26]=[CH:25][C:23]([NH2:24])=[CH:22][CH:21]=2)=[CH:16][CH:15]=1, predict the reaction product. The product is: [Cl:12][C:10]1[N:9]=[CH:8][C:4]2[N:5]=[CH:6][N:7]=[C:2]([NH:24][C:23]3[CH:22]=[CH:21][C:20]([O:19][CH2:18][C:17]4[CH:27]=[CH:28][C:14]([F:13])=[CH:15][CH:16]=4)=[CH:26][CH:25]=3)[C:3]=2[CH:11]=1. (3) Given the reactants [H-].[Na+].[O:3]1[CH2:8][CH2:7][CH:6]([OH:9])[CH2:5][CH2:4]1.[H][H].F[C:13]1[N:18]=[C:17]([C:19]([NH:21][C:22]2[CH:30]=[C:29]([C:31]3[CH:39]=[CH:38][CH:37]=[C:36]4[C:32]=3[CH:33]=[CH:34][NH:35]4)[CH:28]=[C:27]3[C:23]=2[CH:24]=[N:25][NH:26]3)=[O:20])[CH:16]=[CH:15][CH:14]=1, predict the reaction product. The product is: [NH:35]1[C:36]2[C:32](=[C:31]([C:29]3[CH:28]=[C:27]4[C:23]([CH:24]=[N:25][NH:26]4)=[C:22]([NH:21][C:19]([C:17]4[CH:16]=[CH:15][CH:14]=[C:13]([O:9][CH:6]5[CH2:7][CH2:8][O:3][CH2:4][CH2:5]5)[N:18]=4)=[O:20])[CH:30]=3)[CH:39]=[CH:38][CH:37]=2)[CH:33]=[CH:34]1.